Dataset: Full USPTO retrosynthesis dataset with 1.9M reactions from patents (1976-2016). Task: Predict the reactants needed to synthesize the given product. Given the product [C:12]([O:11][C:10]([N:9]([C:4]1[CH:5]=[CH:6][CH:7]=[CH:8][N:3]=1)[CH2:18][CH2:19][O:20][C:21]1[CH:22]=[CH:23][C:24]([CH2:25][C@@H:26]([C:38]([O:40][CH3:41])=[O:39])[NH:27][C:28](=[O:37])[C:29]2[C:30]([Cl:36])=[CH:31][CH:32]=[CH:33][C:34]=2[Cl:35])=[CH:42][CH:43]=1)=[O:16])([CH3:13])([CH3:15])[CH3:14], predict the reactants needed to synthesize it. The reactants are: [H-].[Na+].[N:3]1[CH:8]=[CH:7][CH:6]=[CH:5][C:4]=1[NH:9][C:10](=[O:16])[O:11][C:12]([CH3:15])([CH3:14])[CH3:13].Br[CH2:18][CH2:19][O:20][C:21]1[CH:43]=[CH:42][C:24]([CH2:25][C@@H:26]([C:38]([O:40][CH3:41])=[O:39])[NH:27][C:28](=[O:37])[C:29]2[C:34]([Cl:35])=[CH:33][CH:32]=[CH:31][C:30]=2[Cl:36])=[CH:23][CH:22]=1.